This data is from Forward reaction prediction with 1.9M reactions from USPTO patents (1976-2016). The task is: Predict the product of the given reaction. (1) Given the reactants [CH:1]1(Br)[CH2:3][CH2:2]1.[Mg].[CH2:6]([N:10]=[CH:11][C:12]1[C:17]([C:18]([F:21])([F:20])[F:19])=[CH:16][C:15]([C:22]([F:25])([F:24])[F:23])=[CH:14][C:13]=1F)[CH2:7][CH2:8][CH3:9], predict the reaction product. The product is: [CH2:6]([N:10]=[CH:11][C:12]1[C:17]([C:18]([F:21])([F:20])[F:19])=[CH:16][C:15]([C:22]([F:25])([F:24])[F:23])=[CH:14][C:13]=1[CH:1]1[CH2:3][CH2:2]1)[CH2:7][CH2:8][CH3:9]. (2) Given the reactants [CH2:1]([O:3][CH:4]([C:6]1[N:7]([CH2:14][O:15][CH2:16][CH2:17][Si:18]([CH3:21])([CH3:20])[CH3:19])[CH:8]=[C:9]([C:11]([OH:13])=O)[N:10]=1)[CH3:5])[CH3:2].[NH2:22][C@@H:23]([CH3:40])[CH2:24][N:25]1[CH:29]=[CH:28][C:27]([C:30]2[CH:37]=[C:36]([F:38])[C:33]([C:34]#[N:35])=[C:32]([Cl:39])[CH:31]=2)=[N:26]1, predict the reaction product. The product is: [Cl:39][C:32]1[CH:31]=[C:30]([C:27]2[CH:28]=[CH:29][N:25]([CH2:24][C@@H:23]([NH:22][C:11]([C:9]3[N:10]=[C:6]([CH:4]([O:3][CH2:1][CH3:2])[CH3:5])[N:7]([CH2:14][O:15][CH2:16][CH2:17][Si:18]([CH3:21])([CH3:20])[CH3:19])[CH:8]=3)=[O:13])[CH3:40])[N:26]=2)[CH:37]=[C:36]([F:38])[C:33]=1[C:34]#[N:35]. (3) Given the reactants [NH2:1][CH2:2][CH2:3][N:4]1[CH:12]=[C:11]2[C:6]([N:7]=[C:8]([C:26]3[CH:31]=[CH:30][C:29]([F:32])=[CH:28][CH:27]=3)[C:9]([C:20]3[CH:25]=[CH:24][N:23]=[CH:22][CH:21]=3)=[C:10]2[C:13]2[CH:18]=[CH:17][C:16]([F:19])=[CH:15][CH:14]=2)=[N:5]1.[CH:33]([N:36]=[C:37]=[O:38])([CH3:35])[CH3:34], predict the reaction product. The product is: [F:19][C:16]1[CH:17]=[CH:18][C:13]([C:10]2[C:11]3[C:6](=[N:5][N:4]([CH2:3][CH2:2][NH:1][C:37]([NH:36][CH:33]([CH3:35])[CH3:34])=[O:38])[CH:12]=3)[N:7]=[C:8]([C:26]3[CH:27]=[CH:28][C:29]([F:32])=[CH:30][CH:31]=3)[C:9]=2[C:20]2[CH:25]=[CH:24][N:23]=[CH:22][CH:21]=2)=[CH:14][CH:15]=1. (4) Given the reactants [N+:1]([C:4]1[CH:25]=[CH:24][C:7]2[NH:8][C:9](=[C:11]([C:14]3[N:19]=[C:18]([C:20]([F:23])([F:22])[F:21])[CH:17]=[CH:16][N:15]=3)[C:12]#[N:13])[S:10][C:6]=2[CH:5]=1)([O-:3])=[O:2].[OH2:26], predict the reaction product. The product is: [N+:1]([C:4]1[CH:25]=[CH:24][C:7]2[NH:8][C:9](=[C:11]([C:14]3[N:19]=[C:18]([C:20]([F:23])([F:22])[F:21])[CH:17]=[CH:16][N:15]=3)[C:12]([NH2:13])=[O:26])[S:10][C:6]=2[CH:5]=1)([O-:3])=[O:2]. (5) Given the reactants [S:1]1[C:5]2[CH:6]=[CH:7][CH:8]=[CH:9][C:4]=2[N:3]=[C:2]1[N:10]([CH2:34][O:35][CH2:36][CH2:37][Si:38]([CH3:41])([CH3:40])[CH3:39])[C:11]([C:13]1[CH:14]=[CH:15][CH:16]=[C:17]2[C:22]=1[CH2:21][N:20]([C:23]1[S:24][C:25](Br)=[C:26]([C:28]([O:30][CH2:31]C)=[O:29])[N:27]=1)[CH2:19][CH2:18]2)=[O:12].S1C2C=CC=CC=2N=C1NC(C1C=CC=C2C=1CN(C1SC([I:72])=C(C([O-])=O)N=1)CC2)=O, predict the reaction product. The product is: [S:1]1[C:5]2[CH:6]=[CH:7][CH:8]=[CH:9][C:4]=2[N:3]=[C:2]1[N:10]([CH2:34][O:35][CH2:36][CH2:37][Si:38]([CH3:41])([CH3:40])[CH3:39])[C:11]([C:13]1[CH:14]=[CH:15][CH:16]=[C:17]2[C:22]=1[CH2:21][N:20]([C:23]1[S:24][C:25]([I:72])=[C:26]([C:28]([O:30][CH3:31])=[O:29])[N:27]=1)[CH2:19][CH2:18]2)=[O:12]. (6) The product is: [O:20]1[C:19]2[CH:23]=[CH:24][C:16]([CH2:15][NH:14][C:13]([CH:9]3[CH2:10][CH2:11][CH2:12][NH:8]3)=[O:25])=[CH:17][C:18]=2[O:22][CH2:21]1. Given the reactants C(OC([N:8]1[CH2:12][CH2:11][CH2:10][CH:9]1[C:13](=[O:25])[NH:14][CH2:15][C:16]1[CH:24]=[CH:23][C:19]2[O:20][CH2:21][O:22][C:18]=2[CH:17]=1)=O)(C)(C)C, predict the reaction product. (7) Given the reactants ClC(Cl)(Cl)S(O[CH2:7][C:8]([F:11])([F:10])[F:9])(=O)=O.[CH3:14][C:15]1([CH3:28])[C:24]2[C:19](=[CH:20][C:21]([N+:25]([O-:27])=[O:26])=[CH:22][CH:23]=2)[CH2:18][NH:17][CH2:16]1.C(=O)(O)[O-].[Na+], predict the reaction product. The product is: [CH3:14][C:15]1([CH3:28])[C:24]2[C:19](=[CH:20][C:21]([N+:25]([O-:27])=[O:26])=[CH:22][CH:23]=2)[CH2:18][N:17]([CH2:7][C:8]([F:11])([F:10])[F:9])[CH2:16]1. (8) Given the reactants [CH3:1][O:2][C:3]([CH3:8])([CH3:7])[CH2:4][CH2:5][OH:6].[C:9](Cl)(=[O:13])[CH:10]([CH3:12])[CH3:11], predict the reaction product. The product is: [CH3:11][CH:10]([CH3:12])[C:9]([O:6][CH2:5][CH2:4][C:3]([O:2][CH3:1])([CH3:8])[CH3:7])=[O:13]. (9) Given the reactants [N:1]1[CH:6]=[CH:5][C:4]([CH:7]=[O:8])=[CH:3][CH:2]=1.[Se:9]1[CH:13]=[CH:12][CH:11]=[CH:10]1, predict the reaction product. The product is: [N:1]1[CH:6]=[CH:5][C:4]([CH:7]([OH:8])[C:10]2[Se:9][C:13]([CH:7]([C:4]3[CH:5]=[CH:6][N:1]=[CH:2][CH:3]=3)[OH:8])=[CH:12][CH:11]=2)=[CH:3][CH:2]=1. (10) Given the reactants [CH3:1][C:2]1[CH:3]=[CH:4][CH:5]=[C:6]2[C:11]=1[N:10]=[CH:9][CH:8]=[CH:7]2.[Br:12]Br, predict the reaction product. The product is: [Br:12][C:5]1[CH:4]=[CH:3][C:2]([CH3:1])=[C:11]2[C:6]=1[CH:7]=[CH:8][CH:9]=[N:10]2.